Dataset: Full USPTO retrosynthesis dataset with 1.9M reactions from patents (1976-2016). Task: Predict the reactants needed to synthesize the given product. Given the product [O:1]=[C:2]1[NH:11][C:6]2[N:7]=[CH:8][N:9]=[CH:10][C:5]=2[CH:4]=[C:3]1[C:12]([OH:14])=[O:13], predict the reactants needed to synthesize it. The reactants are: [O:1]=[C:2]1[NH:11][C:6]2[N:7]=[CH:8][N:9]=[CH:10][C:5]=2[CH:4]=[C:3]1[C:12]([O:14]CC)=[O:13].O.[OH-].[Li+].